Dataset: Reaction yield outcomes from USPTO patents with 853,638 reactions. Task: Predict the reaction yield, written as a fraction of the theoretical maximum amount of product (1.0 means a 100% yield; for example, 0.34 means a 34% yield). (1) The reactants are [CH:1]1([CH2:6][C@@H:7]([C:20]([NH:22][NH:23][C:24]2[C:29]([F:30])=[C:28]([N:31]3[CH2:35][C@@H:34]([OH:36])[C:33]([CH3:38])([CH3:37])[CH2:32]3)[N:27]=[C:26]([CH3:39])[N:25]=2)=[O:21])[CH2:8][N:9]([O:12]CC2C=CC=CC=2)[CH:10]=[O:11])[CH2:5][CH2:4][CH2:3][CH2:2]1. The catalyst is CO.[Pd]. The product is [CH:1]1([CH2:6][C@@H:7]([C:20]([NH:22][NH:23][C:24]2[C:29]([F:30])=[C:28]([N:31]3[CH2:35][C@@H:34]([OH:36])[C:33]([CH3:37])([CH3:38])[CH2:32]3)[N:27]=[C:26]([CH3:39])[N:25]=2)=[O:21])[CH2:8][N:9]([OH:12])[CH:10]=[O:11])[CH2:5][CH2:4][CH2:3][CH2:2]1. The yield is 0.900. (2) The reactants are [CH3:1][N:2]([CH3:18])[S:3]([NH:6][C:7]([C:9]1[CH:17]=[C:16]2[C:12]([CH:13]=[CH:14][NH:15]2)=[CH:11][CH:10]=1)=[O:8])(=[O:5])=[O:4].[C:19]1(=O)[CH2:24][CH2:23][CH2:22][CH2:21][CH2:20]1.C([SiH](CC)CC)C.FC(F)(F)C(O)=O. The catalyst is ClCCl. The product is [CH:19]1([C:13]2[C:12]3[C:16](=[CH:17][C:9]([C:7]([NH:6][S:3](=[O:4])(=[O:5])[N:2]([CH3:18])[CH3:1])=[O:8])=[CH:10][CH:11]=3)[NH:15][CH:14]=2)[CH2:24][CH2:23][CH2:22][CH2:21][CH2:20]1. The yield is 0.694.